This data is from Experimentally validated miRNA-target interactions with 360,000+ pairs, plus equal number of negative samples. The task is: Binary Classification. Given a miRNA mature sequence and a target amino acid sequence, predict their likelihood of interaction. (1) The protein sequence of the target gene is MATKARVMYDFAAEPGNNELTVTEGEIITVTNPNVGGGWLEGKNNKGEQGLVPTDYVEILPNDGKDPFSCGNSVADQAFLDSLTASTAQTNSSSANSNNQVGGGNDPWTAWNAPKPGNWDSSDAWGSRTDGTSAQRNSSANNWDTGFGHPQAYQGPATGDDDEWDEDWDDPKSSSPYFKDSEPAEAGGIQRGNSRAGASSMKLPLNKFPGFAKPGMEQYLLAKQLAKPKEKIAIIVGDYGPMWVYPTSTFDCVVADPRKGSKMYGLKSYIEYQLTPTNTNRSVNHRYKHFDWLYERLLVK.... Result: 0 (no interaction). The miRNA is hsa-miR-623 with sequence AUCCCUUGCAGGGGCUGUUGGGU. (2) The miRNA is hsa-miR-6881-3p with sequence AUCCUCUUUCGUCCUUCCCACU. The protein sequence of the target gene is MVLLLILSVLLLKEDVRGSAQSSERRVVAHMPGDIIIGALFSVHHQPTVDKVHERKCGAVREQYGIQRVEAMLHTLERINSDPTLLPNITLGCEIRDSCWHSAVALEQSIEFIRDSLISSEEEEGLVRCVDGSSSFRSKKPIVGVIGPGSSSVAIQVQNLLQLFNIPQIAYSATSMDLSDKTLFKYFMRVVPSDAQQARAMVDIVKRYNWTYVSAVHTEGNYGESGMEAFKDMSAKEGICIAHSYKIYSNAGEQSFDKLLKKLRSHLPKARVVACFCEGMTVRGLLMAMRRLGLAGEFLL.... Result: 0 (no interaction). (3) The miRNA is hsa-miR-539-5p with sequence GGAGAAAUUAUCCUUGGUGUGU. The protein sequence of the target gene is MSSAVEPPPPPPPESAPSKPSAAGAGGSSSGNKGGPEGGAAPAAPCAAGSGPADTEMEEVFDHGSPGKQKEIQEPDPTYEEKMQTDRANRFEYLLKQTELFAHFIQPAAQKTPTSPLKMKPGRPRVKKDEKQNLLSVGDYRHRRTEQEEDEELLTESSKATNVCTRFEDSPSYVKWGKLRDYQVRGLNWLISLYENGINGILADEMGLGKTLQTISLLGYMKHYRNIPGPHMVLVPKSTLHNWMSEFKKWVPTLRSVCLIGDKEQRAAFVRDVLLPGEWDVCVTSYEMLIKEKSVFKKFN.... Result: 0 (no interaction). (4) The miRNA is cel-miR-74-3p with sequence UGGCAAGAAAUGGCAGUCUACA. The protein sequence of the target gene is MGSSHLLNKGLPLGVRPPIMNGPMHPRPLVALLDGRDCTVEMPILKDVATVAFCDAQSTQEIHEKVLNEAVGALMYHTITLTREDLEKFKALRIIVRIGSGFDNIDIKSAGDLGIAVCNVPAASVEETADSTLCHILNLYRRTTWLHQALREGTRVQSVEQIREVASGAARIRGETLGIIGLGRVGQAVALRAKAFGFNVLFYDPYLSDGIERALGLQRVSTLQDLLFHSDCVTLHCGLNEHNHHLINDFTVKQMRQGAFLVNTARGGLVDEKALAQALKEGRIRGAALDVHESEPFSFS.... Result: 0 (no interaction). (5) The miRNA is hsa-miR-212-5p with sequence ACCUUGGCUCUAGACUGCUUACU. The protein sequence of the target gene is MTTFKEAVTFKDVAVVFTEEELGLLDPAQRKLYRDVMLENFRNLLSVGHQPFHQDTCHFLREEKFWMMGTATQREGNSGGKIQTELESVPEAGAHEEWSCQQIWEQIAKDLTRSQDSIINNSQFFENGDVPSQVEAGLPTIHTGQKPSQGGKCKQSISDVPIFDLPQQLYSEEKSYTCDECGKSICYISALHVHQRVHVGEKLFMCDVCGKEFSQSSHLQTHQRVHTGEKPFKCEQCGKGFSRRSALNVHRKLHTGEKPYICEACGKAFIHDSQLKEHKRIHTGEKPFKCDICGKTFYFR.... Result: 0 (no interaction). (6) Result: 1 (interaction). The miRNA is hsa-miR-519c-3p with sequence AAAGUGCAUCUUUUUAGAGGAU. The protein sequence of the target gene is MEERRPHLDARPRNSHTNHRGPVDGELPPRARNQANNPPANALRGGASHPGRHPRANNHPAAYWQREERFRAMGRNPHQGRRNQEGHASDEARDQRHDQENDTRWRNGNQDCRNRRPPWSNDNFQQWRTPHQKPTEQPQQAKKLGYKFLESLLQKDPSEVVITLATSLGLKELLSHSSMKSNFLELICQVLRKACSSKMDRQSVLHVLGILKNSKFLKVCLPAYVVGMITEPIPDIRNQYPEHISNIISLLQDLVSVFPASSVQETSMLVSLLPTSLNALRASGVDIEEETEKNLEKVQT.... (7) The miRNA is mmu-miR-450b-3p with sequence AUUGGGAACAUUUUGCAUGCAU. The protein sequence of the target gene is MVADIKGNEQIEKYSWREACDTGSSRMDRKHGKYILNVEHSENQPPITHPNDQEAHSSICWCLPSNDITSDVSPNLTGVCVNPGILAHSRCLQSESCNTQVKEYCRNDWSMWKVFLACLLACVIMTAIGVLIICLVNNKGSANSSIVIQLSTNDGECVTVKPGTPSPACPPTMTTTSTVPASTATESTTSTATAATTSTEPITVAPTDHL. Result: 0 (no interaction).